Dataset: CYP2C19 inhibition data for predicting drug metabolism from PubChem BioAssay. Task: Regression/Classification. Given a drug SMILES string, predict its absorption, distribution, metabolism, or excretion properties. Task type varies by dataset: regression for continuous measurements (e.g., permeability, clearance, half-life) or binary classification for categorical outcomes (e.g., BBB penetration, CYP inhibition). Dataset: cyp2c19_veith. (1) The molecule is CO[C@@H]1COC(=O)[C@H](COCc2ccccc2)NC(=O)C/C=C\[C@@H](C)[C@H](OC)COC(=O)[C@H](COCc2ccccc2)NC(=O)C/C=C\[C@H]1C. The result is 0 (non-inhibitor). (2) The compound is CC(C)[C@@H]1CN[C@H](C(=O)O)[C@@H]1CC(=O)O. The result is 0 (non-inhibitor).